This data is from Acute oral toxicity (LD50) regression data from Zhu et al.. The task is: Regression/Classification. Given a drug SMILES string, predict its toxicity properties. Task type varies by dataset: regression for continuous values (e.g., LD50, hERG inhibition percentage) or binary classification for toxic/non-toxic outcomes (e.g., AMES mutagenicity, cardiotoxicity, hepatotoxicity). Dataset: ld50_zhu. (1) The molecule is CN1CCN(C2=Nc3ccccc3Cc3ccccc32)CC1. The rat oral LD50 is 2.65, given as -log10 of the dose in mol/kg body weight (higher means more acutely toxic). (2) The drug is c1ccc2[nH]c(-c3cscn3)nc2c1. The rat oral LD50 is 1.81, given as -log10 of the dose in mol/kg body weight (higher means more acutely toxic). (3) The compound is C=CP(=O)(OCCCl)OCCCl. The rat oral LD50 is 2.37, given as -log10 of the dose in mol/kg body weight (higher means more acutely toxic). (4) The drug is CN(CCn1cnc2c1c(=O)n(C)c(=O)n2C)c1ccccc1. The rat oral LD50 is 2.04, given as -log10 of the dose in mol/kg body weight (higher means more acutely toxic).